Predict the reaction yield, written as a fraction of the theoretical maximum amount of product (1.0 means a 100% yield; for example, 0.34 means a 34% yield). From a dataset of Reaction yield outcomes from USPTO patents with 853,638 reactions. (1) The reactants are [Br:1][C:2]1[C:11]([OH:12])=[CH:10][CH:9]=[C:8]2[C:3]=1[CH:4]=[CH:5][C:6]([CH3:13])=[N:7]2.[CH2:14]([O:18][CH2:19][C:20]1[CH:25]=[CH:24][CH:23]=[CH:22][CH:21]=1)[C@@H:15]1[O:17][CH2:16]1.C(N(CC)CC)C.O. The catalyst is CC(N(C)C)=O. The product is [CH2:19]([O:18][CH2:14][C@H:15]([OH:17])[CH2:16][O:12][C:11]1[C:2]([Br:1])=[C:3]2[C:8](=[CH:9][CH:10]=1)[N:7]=[C:6]([CH3:13])[CH:5]=[CH:4]2)[C:20]1[CH:25]=[CH:24][CH:23]=[CH:22][CH:21]=1. The yield is 0.730. (2) The reactants are [CH3:1][O:2][C:3]([NH:5][C@H:6]([C:10]([N:12]1[CH2:16][C@@H:15]([CH3:17])[CH2:14][C@H:13]1[C:18]1[NH:22][C:21]2[C:23]3[C:28]([CH:29]=[CH:30][C:20]=2[N:19]=1)=[CH:27][C:26]1[C:31]2[C:36]([CH2:37][O:38][C:25]=1[CH:24]=3)=[CH:35][C:34]([C:39]1[NH:43][C:42]([C@@H:44]3[CH2:48][CH2:47][CH2:46][N:45]3C(OC(C)(C)C)=O)=[N:41][CH:40]=1)=[CH:33][CH:32]=2)=[O:11])[CH:7]([CH3:9])[CH3:8])=[O:4].Cl.[CH3:57][O:58][C:59]([NH:61][C@H:62]([C:66]1[CH:71]=[CH:70][CH:69]=[CH:68][CH:67]=1)[C:63]([OH:65])=O)=[O:60].C[CH2:73][O:74]C(C(C#N)=NOC(N1CCOCC1)=[N+](C)C)=O.F[P-](F)(F)(F)(F)F.C(N(C(C)C)CC)(C)C. The catalyst is CN(C=O)C.C(OCC)(=O)C.C(O)C. The product is [CH3:1][O:2][C:3]([NH:5][C@@H:6]([CH:7]([CH3:9])[CH3:8])[C:10]([N:12]1[CH2:16][C@@H:15]([CH2:17][O:74][CH3:73])[CH2:14][C@H:13]1[C:18]1[NH:22][C:21]2[C:23]3[C:28]([CH:29]=[CH:30][C:20]=2[N:19]=1)=[CH:27][C:26]1[C:31]2[C:36]([CH2:37][O:38][C:25]=1[CH:24]=3)=[CH:35][C:34]([C:39]1[NH:43][C:42]([C@@H:44]3[CH2:48][CH2:47][CH2:46][N:45]3[C:63](=[O:65])[C@H:62]([NH:61][C:59](=[O:60])[O:58][CH3:57])[C:66]3[CH:71]=[CH:70][CH:69]=[CH:68][CH:67]=3)=[N:41][CH:40]=1)=[CH:33][CH:32]=2)=[O:11])=[O:4]. The yield is 0.390.